This data is from Full USPTO retrosynthesis dataset with 1.9M reactions from patents (1976-2016). The task is: Predict the reactants needed to synthesize the given product. (1) The reactants are: [Cl:1][C:2]1[CH:3]=[N:4][C:5]2[N:6]([N:8]=[C:9]([C:11]([OH:13])=O)[CH:10]=2)[CH:7]=1.[CH3:14][CH:15]1[C:24]2[C:19](=[CH:20][C:21]([C:25]3[CH:30]=[CH:29][CH:28]=[CH:27][N:26]=3)=[CH:22][CH:23]=2)[CH2:18][CH2:17][NH:16]1. Given the product [Cl:1][C:2]1[CH:3]=[N:4][C:5]2[N:6]([N:8]=[C:9]([C:11]([N:16]3[CH2:17][CH2:18][C:19]4[C:24](=[CH:23][CH:22]=[C:21]([C:25]5[CH:30]=[CH:29][CH:28]=[CH:27][N:26]=5)[CH:20]=4)[CH:15]3[CH3:14])=[O:13])[CH:10]=2)[CH:7]=1, predict the reactants needed to synthesize it. (2) Given the product [F:9][C:10]1[C:11]([CH3:25])=[CH:12][C:13]([N:16]2[C:24]3[CH:23]=[CH:22][N:21]([C:27]([O:29][C:30]4[CH:35]=[CH:34][CH:33]=[CH:32][CH:31]=4)=[O:28])[CH:20]([CH3:4])[C:19]=3[N:18]=[N:17]2)=[N:14][CH:15]=1, predict the reactants needed to synthesize it. The reactants are: C[Mg+].[Br-].[CH3:4]COCC.[F:9][C:10]1[C:11]([CH3:25])=[CH:12][C:13]([N:16]2[C:24]3[CH:23]=[CH:22][N:21]=[CH:20][C:19]=3[N:18]=[N:17]2)=[N:14][CH:15]=1.Cl[C:27]([O:29][C:30]1[CH:35]=[CH:34][CH:33]=[CH:32][CH:31]=1)=[O:28]. (3) Given the product [Br:19][C:20]1[CH:25]=[CH:24][C:23]([C:26]([OH:31])([C:37]([F:40])([F:39])[F:38])[C:27]([F:30])([F:29])[F:28])=[CH:22][C:21]=1[CH:32]([F:33])[F:34], predict the reactants needed to synthesize it. The reactants are: [F-].C([N+](CCCC)(CCCC)CCCC)CCC.[Br:19][C:20]1[CH:25]=[CH:24][C:23]([C:26](=[O:31])[C:27]([F:30])([F:29])[F:28])=[CH:22][C:21]=1[CH:32]([F:34])[F:33].C[Si](C)(C)[C:37]([F:40])([F:39])[F:38]. (4) Given the product [CH3:1][C:2]1[CH:7]=[C:6]([N+:8]([O-:10])=[O:9])[CH:5]=[CH:4][C:3]=1[N:11]=[C:12]1[N:16]([CH2:19][CH:20]([CH3:22])[CH3:21])[C:15]([CH3:18])([CH3:17])[CH2:14][S:13]1, predict the reactants needed to synthesize it. The reactants are: [CH3:1][C:2]1[CH:7]=[C:6]([N+:8]([O-:10])=[O:9])[CH:5]=[CH:4][C:3]=1[N:11]=[C:12]1[NH:16][C:15]([CH3:18])([CH3:17])[CH2:14][S:13]1.[CH2:19](Br)[CH:20]([CH3:22])[CH3:21]. (5) Given the product [Cl:25][C:26]1[CH:34]=[CH:33][CH:32]=[CH:31][C:27]=1[C:28]([NH:1][C:2]1[CH:7]=[CH:6][C:5]([N:8]2[C:14](=[O:15])[CH2:13][C:12](=[O:16])[NH:11][C:10]3[C:17]4[C:22]([CH:23]=[CH:24][C:9]2=3)=[CH:21][CH:20]=[CH:19][CH:18]=4)=[CH:4][CH:3]=1)=[O:29], predict the reactants needed to synthesize it. The reactants are: [NH2:1][C:2]1[CH:7]=[CH:6][C:5]([N:8]2[C:14](=[O:15])[CH2:13][C:12](=[O:16])[NH:11][C:10]3[C:17]4[C:22]([CH:23]=[CH:24][C:9]2=3)=[CH:21][CH:20]=[CH:19][CH:18]=4)=[CH:4][CH:3]=1.[Cl:25][C:26]1[CH:34]=[CH:33][CH:32]=[CH:31][C:27]=1[C:28](Cl)=[O:29].C(NCC1C=CC(N2C(=O)CC(=O)NC3C4C(C=CC2=3)=CC=CC=4)=CC=1)(=O)C1C=CC=CC=1.